Task: Regression. Given a peptide amino acid sequence and an MHC pseudo amino acid sequence, predict their binding affinity value. This is MHC class II binding data.. Dataset: Peptide-MHC class II binding affinity with 134,281 pairs from IEDB (1) The peptide sequence is FNDIIHSIINMDADV. The MHC is DRB3_0202 with pseudo-sequence DRB3_0202. The binding affinity (normalized) is 0.425. (2) The binding affinity (normalized) is 0.702. The peptide sequence is GSFVRTVSLPVGADE. The MHC is DRB4_0101 with pseudo-sequence DRB4_0103. (3) The peptide sequence is AFKVAATAANAAPKN. The MHC is DRB1_1001 with pseudo-sequence DRB1_1001. The binding affinity (normalized) is 0.961.